From a dataset of Reaction yield outcomes from USPTO patents with 853,638 reactions. Predict the reaction yield, written as a fraction of the theoretical maximum amount of product (1.0 means a 100% yield; for example, 0.34 means a 34% yield). The reactants are C(OC([N:8](C(OC(C)(C)C)=O)[C:9]1[C:10]2[C:11]3[C:12](=[N:23][N:24]([CH2:26][C:27]4[C:32]([CH3:33])=[C:31]([O:34][CH3:35])[C:30]([CH3:36])=[CH:29][N:28]=4)[N:25]=2)[CH:13]=[C:14]([CH2:19][C:20]([OH:22])=O)[C:15]=3[CH2:16][S:17][N:18]=1)=O)(C)(C)C.[Cl-].[NH4+].O.O[N:48]1C2C=CC=CC=2N=N1.Cl.CN(C)CCCN=C=NCC.C(N(C(C)C)CC)(C)C. The catalyst is CN(C)C=O. The product is [NH2:8][C:9]1[C:10]2[C:11]3[C:12](=[N:23][N:24]([CH2:26][C:27]4[C:32]([CH3:33])=[C:31]([O:34][CH3:35])[C:30]([CH3:36])=[CH:29][N:28]=4)[N:25]=2)[CH:13]=[C:14]([CH2:19][C:20]([NH2:48])=[O:22])[C:15]=3[CH2:16][S:17][N:18]=1. The yield is 0.700.